From a dataset of Forward reaction prediction with 1.9M reactions from USPTO patents (1976-2016). Predict the product of the given reaction. (1) Given the reactants [Br:1][C:2]1[CH:7]=[CH:6][C:5]([CH2:8][C@H:9]([NH:13]C(=O)OC(C)(C)C)[CH2:10][CH2:11][OH:12])=[CH:4][CH:3]=1.[ClH:21].O1CCOCC1, predict the reaction product. The product is: [ClH:21].[NH2:13][C@@H:9]([CH2:8][C:5]1[CH:4]=[CH:3][C:2]([Br:1])=[CH:7][CH:6]=1)[CH2:10][CH2:11][OH:12]. (2) Given the reactants Cl[C:2]1[CH:7]=[C:6]([C:8]2[CH:13]=[CH:12][C:11]([S:14][C:15]3[CH:20]=[CH:19][CH:18]=[CH:17][C:16]=3[O:21][CH3:22])=[C:10]([C:23]([F:26])([F:25])[F:24])[CH:9]=2)[CH:5]=[CH:4][N:3]=1.OC1CCNC1.[CH3:33][N:34]([CH3:44])[CH2:35][CH2:36][CH2:37][N:38]1[CH2:43][CH2:42][NH:41][CH2:40][CH2:39]1, predict the reaction product. The product is: [CH3:22][O:21][C:16]1[CH:17]=[CH:18][CH:19]=[CH:20][C:15]=1[S:14][C:11]1[CH:12]=[CH:13][C:8]([C:6]2[CH:5]=[CH:4][N:3]=[C:2]([N:41]3[CH2:42][CH2:43][N:38]([CH2:37][CH2:36][CH2:35][N:34]([CH3:33])[CH3:44])[CH2:39][CH2:40]3)[CH:7]=2)=[CH:9][C:10]=1[C:23]([F:26])([F:25])[F:24]. (3) Given the reactants Br[C:2]1[CH:13]=[CH:12][C:5]2[O:6][CH2:7][S:8](=[O:11])(=[O:10])[NH:9][C:4]=2[CH:3]=1.[CH3:14][C@H:15]1[O:20][CH2:19][C@@H:18]([C:21]2[CH:26]=[CH:25][CH:24]=[CH:23][CH:22]=2)[NH:17][CH2:16]1, predict the reaction product. The product is: [CH3:14][C@H:15]1[O:20][CH2:19][C@@H:18]([C:21]2[CH:22]=[CH:23][CH:24]=[CH:25][CH:26]=2)[N:17]([C:2]2[CH:13]=[CH:12][C:5]3[O:6][CH2:7][S:8](=[O:11])(=[O:10])[NH:9][C:4]=3[CH:3]=2)[CH2:16]1. (4) Given the reactants [Cl:1][C:2]1[C:3]([F:27])=[C:4]([N:8]2[C:16]([C:18]3[CH:23]=[CH:22][C:21]([NH2:24])=[C:20]([NH2:25])[CH:19]=3)([OH:17])[C:15]3[C:10](=[CH:11][CH:12]=[CH:13][CH:14]=3)[C:9]2=[O:26])[CH:5]=[CH:6][CH:7]=1.[C:28](N1C=CN=C1)(N1C=CN=C1)=[S:29], predict the reaction product. The product is: [Cl:1][C:2]1[C:3]([F:27])=[C:4]([N:8]2[C:16]([OH:17])([C:18]3[CH:23]=[CH:22][C:21]4[NH:24][C:28](=[S:29])[NH:25][C:20]=4[CH:19]=3)[C:15]3[C:10](=[CH:11][CH:12]=[CH:13][CH:14]=3)[C:9]2=[O:26])[CH:5]=[CH:6][CH:7]=1.